Task: Predict which catalyst facilitates the given reaction.. Dataset: Catalyst prediction with 721,799 reactions and 888 catalyst types from USPTO (1) The catalyst class is: 21. Product: [C:44]([O:43][C:42](=[O:48])[NH:17][CH2:16][CH2:15][C:12]1[CH:11]=[CH:10][C:9]([O:8][CH2:1][C:2]2[CH:3]=[CH:4][CH:5]=[CH:6][CH:7]=2)=[CH:14][CH:13]=1)([CH3:47])([CH3:46])[CH3:45]. Reactant: [CH2:1]([O:8][C:9]1[CH:14]=[CH:13][C:12]([CH2:15][CH2:16][NH2:17])=[CH:11][CH:10]=1)[C:2]1[CH:7]=[CH:6][CH:5]=[CH:4][CH:3]=1.C(=O)([O-])[O-].[K+].[K+].BrCC1C=CC=CC=1.OC1C=CC(CCN[C:42](=[O:48])[O:43][C:44]([CH3:47])([CH3:46])[CH3:45])=CC=1. (2) Reactant: [Si:1]([O:8][C@H:9]([C@H:11]([N:15]1[CH:19]=[C:18]([C:20]([O:22][CH2:23][CH3:24])=[O:21])[N:17]=[CH:16]1)[CH2:12][CH2:13][OH:14])[CH3:10])([C:4]([CH3:7])([CH3:6])[CH3:5])([CH3:3])[CH3:2].[CH3:25][S:26](Cl)(=[O:28])=[O:27].C(N(CC)CC)C. Product: [Si:1]([O:8][C@H:9]([C@H:11]([N:15]1[CH:19]=[C:18]([C:20]([O:22][CH2:23][CH3:24])=[O:21])[N:17]=[CH:16]1)[CH2:12][CH2:13][O:14][S:26]([CH3:25])(=[O:28])=[O:27])[CH3:10])([C:4]([CH3:7])([CH3:5])[CH3:6])([CH3:3])[CH3:2]. The catalyst class is: 4. (3) The catalyst class is: 5. Product: [CH2:1]([O:8][C:9]([N:11]1[CH2:15][C@@H:14]([S:16][CH3:17])[CH2:13][C@H:12]1[CH2:20][O:21][Si:22]([C:25]([CH3:28])([CH3:27])[CH3:26])([CH3:24])[CH3:23])=[O:10])[C:2]1[CH:3]=[CH:4][CH:5]=[CH:6][CH:7]=1. Reactant: [CH2:1]([O:8][C:9]([N:11]1[CH2:15][C@@H:14]([S:16][C:17](=O)C)[CH2:13][C@H:12]1[CH2:20][O:21][Si:22]([C:25]([CH3:28])([CH3:27])[CH3:26])([CH3:24])[CH3:23])=[O:10])[C:2]1[CH:7]=[CH:6][CH:5]=[CH:4][CH:3]=1.CI.C[O-].[Na+].CO. (4) Reactant: [CH2:1]([C:3]1[CH:4]=[C:5]([C:11]2[CH:12]=[C:13]3[C:17](=[CH:18][CH:19]=2)[C:16](=[O:20])[CH:15]([CH2:21][C:22](O)=[O:23])[CH2:14]3)[CH:6]=[CH:7][C:8]=1[O:9][CH3:10])[CH3:2].CCN=C=NCCCN(C)C.CCN(CC)CC.[NH2:43][CH2:44][C:45]1[CH:50]=[CH:49][CH:48]=[CH:47][N:46]=1. Product: [CH2:1]([C:3]1[CH:4]=[C:5]([C:11]2[CH:12]=[C:13]3[C:17](=[CH:18][CH:19]=2)[C:16](=[O:20])[CH:15]([CH2:21][C:22]([NH:43][CH2:44][C:45]2[CH:50]=[CH:49][CH:48]=[CH:47][N:46]=2)=[O:23])[CH2:14]3)[CH:6]=[CH:7][C:8]=1[O:9][CH3:10])[CH3:2]. The catalyst class is: 64. (5) Reactant: [O:1]=[S:2]1(=[O:40])[CH2:7][CH2:6][CH2:5][CH2:4][C@:3]1([CH2:27][C:28]([O:30]CC1C=CC(OC)=CC=1)=[O:29])[C:8]1[S:9][C:10]([C:13]2[CH:22]=[CH:21][C:20]3[C:15](=[CH:16][CH:17]=[C:18]([O:23][CH2:24][O:25][CH3:26])[CH:19]=3)[CH:14]=2)=[CH:11][CH:12]=1. Product: [O:40]=[S:2]1(=[O:1])[CH2:7][CH2:6][CH2:5][CH2:4][C@:3]1([CH2:27][C:28]([OH:30])=[O:29])[C:8]1[S:9][C:10]([C:13]2[CH:22]=[CH:21][C:20]3[C:15](=[CH:16][CH:17]=[C:18]([O:23][CH2:24][O:25][CH3:26])[CH:19]=3)[CH:14]=2)=[CH:11][CH:12]=1. The catalyst class is: 293.